Task: Predict which catalyst facilitates the given reaction.. Dataset: Catalyst prediction with 721,799 reactions and 888 catalyst types from USPTO Reactant: [OH:1][C:2]1[CH:3]=[C:4]2[C:7](=[CH:8][C:9]=1[O:10][CH3:11])[C:6]([CH2:14][CH2:15][CH2:16][O:17][CH:18]1[CH2:23][CH2:22][CH2:21][CH2:20][O:19]1)([C:12]#[N:13])[CH2:5]2.CCN(CC)CC.[Si:31](OS(C(F)(F)F)(=O)=O)([CH:38]([CH3:40])[CH3:39])([CH:35]([CH3:37])[CH3:36])[CH:32]([CH3:34])[CH3:33]. Product: [O:19]1[CH2:20][CH2:21][CH2:22][CH2:23][CH:18]1[O:17][CH2:16][CH2:15][CH2:14][C:6]1([C:12]#[N:13])[CH2:5][C:4]2[C:7]1=[CH:8][C:9]([O:10][CH3:11])=[C:2]([O:1][Si:31]([CH:38]([CH3:40])[CH3:39])([CH:35]([CH3:37])[CH3:36])[CH:32]([CH3:34])[CH3:33])[CH:3]=2. The catalyst class is: 2.